This data is from Reaction yield outcomes from USPTO patents with 853,638 reactions. The task is: Predict the reaction yield, written as a fraction of the theoretical maximum amount of product (1.0 means a 100% yield; for example, 0.34 means a 34% yield). The reactants are [Br:1][C:2]1[CH:7]=[C:6]([N+]([O-])=O)[C:5](/[CH:11]=[CH:12]/[N:13](C)C)=[CH:4][N+:3]=1[O-]. The catalyst is [Fe].C(O)(=O)C. The product is [Br:1][C:2]1[N:3]=[CH:4][C:5]2[CH:11]=[CH:12][NH:13][C:6]=2[CH:7]=1. The yield is 0.370.